This data is from Full USPTO retrosynthesis dataset with 1.9M reactions from patents (1976-2016). The task is: Predict the reactants needed to synthesize the given product. (1) Given the product [Cl:1][C:2]1[CH:3]=[CH:4][C:5]2[N:6]3[CH:18]([C:19]4[CH:20]=[CH:21][CH:22]=[CH:23][CH:24]=4)[CH2:17][O:16][C:8]4[CH:9]=[CH:10][CH:11]=[C:12]([C:13]=2[C:14]=1[O:15][CH2:32][C:33]#[N:34])[C:7]3=4, predict the reactants needed to synthesize it. The reactants are: [Cl:1][C:2]1[C:14]([OH:15])=[C:13]2[C:5]([N:6]3[CH:18]([C:19]4[CH:24]=[CH:23][CH:22]=[CH:21][CH:20]=4)[CH2:17][O:16][C:8]4[CH:9]=[CH:10][CH:11]=[C:12]2[C:7]3=4)=[CH:4][CH:3]=1.C(=O)([O-])[O-].[K+].[K+].Br[CH2:32][C:33]#[N:34]. (2) Given the product [Cl:21][C:22]1[C:23]([C:3](=[O:5])[CH2:2][C:1]([O:7][CH2:8][CH3:9])=[O:6])=[N:24][CH:25]=[CH:26][CH:27]=1, predict the reactants needed to synthesize it. The reactants are: [C:1]([O:7][CH2:8][CH3:9])(=[O:6])[CH2:2][C:3]([O-:5])=O.[K+].C(N(CC)CC)C.[Mg+2].[Cl-].[Cl-].[Cl:21][C:22]1[C:23](C(Cl)=O)=[N:24][CH:25]=[CH:26][CH:27]=1. (3) Given the product [C:2]([C:6]1([OH:20])[CH2:10][CH2:9][N:8]([C:11]2[CH:12]=[CH:13][CH:14]=[CH:15][CH:16]=2)[C:7]1=[O:17])(=[O:1])/[CH:3]=[CH:4]/[CH3:5], predict the reactants needed to synthesize it. The reactants are: [OH:1][CH:2]([CH:6]1[CH2:10][CH2:9][N:8]([C:11]2[CH:16]=[CH:15][CH:14]=[CH:13][CH:12]=2)[C:7]1=[O:17])/[CH:3]=[CH:4]/[CH3:5].CC(OI1(OC(C)=O)(OC(C)=O)OC(=O)C2C=CC=CC1=2)=[O:20]. (4) Given the product [CH2:1]([C:8]1[CH:16]=[CH:15][C:11]2[CH:12]=[C:13]([B:22]([OH:27])[OH:23])[O:14][C:10]=2[CH:9]=1)[C:2]1[CH:3]=[CH:4][CH:5]=[CH:6][CH:7]=1, predict the reactants needed to synthesize it. The reactants are: [CH2:1]([C:8]1[CH:16]=[CH:15][C:11]2[CH:12]=[CH:13][O:14][C:10]=2[CH:9]=1)[C:2]1[CH:7]=[CH:6][CH:5]=[CH:4][CH:3]=1.C([Li])CCC.[B:22](OC(C)C)([O:27]C(C)C)[O:23]C(C)C. (5) Given the product [NH2:15][C@H:5]1[CH2:6][CH2:7][C@@H:8]([N:10]([CH:12]([CH3:14])[CH3:13])[CH3:11])[CH2:9][C@H:4]1[CH2:3][C:1]#[N:2].[BrH:19], predict the reactants needed to synthesize it. The reactants are: [C:1]([CH2:3][C@@H:4]1[CH2:9][C@H:8]([N:10]([CH:12]([CH3:14])[CH3:13])[CH3:11])[CH2:7][CH2:6][C@@H:5]1[NH:15]C(=O)[O-])#[N:2].[BrH:19]. (6) Given the product [N:1]1([C:6]2[CH:25]=[CH:24][C:9]([CH2:10][C:11]3[C:12]([O:27][CH3:26])=[N:13][C:14]4[C:19]([C:20]=3[Cl:21])=[CH:18][C:17]([Br:22])=[CH:16][CH:15]=4)=[CH:8][CH:7]=2)[CH:5]=[CH:4][CH:3]=[N:2]1, predict the reactants needed to synthesize it. The reactants are: [N:1]1([C:6]2[CH:25]=[CH:24][C:9]([CH2:10][C:11]3[C:12](Cl)=[N:13][C:14]4[C:19]([C:20]=3[Cl:21])=[CH:18][C:17]([Br:22])=[CH:16][CH:15]=4)=[CH:8][CH:7]=2)[CH:5]=[CH:4][CH:3]=[N:2]1.[CH3:26][O-:27].[Na+]. (7) Given the product [CH3:42][O:41][C:37]1[CH:36]=[C:35]2[C:40]([C:31]([O:30][C:27]3[CH:28]=[CH:29][C:24]([NH:23][C:16]4[C:17]5[C:22](=[CH:21][CH:20]=[CH:19][CH:18]=5)[C:13]([C:7]5[CH:8]=[C:3]([CH:4]=[CH:5][CH:6]=5)[C:1]#[N:2])=[N:14][N:15]=4)=[CH:25][CH:26]=3)=[CH:32][CH:33]=[N:34]2)=[N:39][CH:38]=1, predict the reactants needed to synthesize it. The reactants are: [C:1]([C:3]1[CH:4]=[C:5](B(O)O)[CH:6]=[CH:7][CH:8]=1)#[N:2].Cl[C:13]1[C:22]2[C:17](=[CH:18][CH:19]=[CH:20][CH:21]=2)[C:16]([NH:23][C:24]2[CH:29]=[CH:28][C:27]([O:30][C:31]3[C:40]4[C:35](=[CH:36][C:37]([O:41][CH3:42])=[CH:38][N:39]=4)[N:34]=[CH:33][CH:32]=3)=[CH:26][CH:25]=2)=[N:15][N:14]=1.C(=O)([O-])[O-].[Na+].[Na+]. (8) Given the product [CH2:1]([O:3][C:4]([C:6]1[C:7](=[O:22])[C:8]2[C:13]([C:14]=1[C:15]1[CH:20]=[CH:19][CH:18]=[CH:17][CH:16]=1)=[CH:12][CH:11]=[C:10]([O:21][CH2:32][CH2:33][CH2:34][C:35]1[CH:40]=[CH:39][CH:38]=[CH:37][CH:36]=1)[CH:9]=2)=[O:5])[CH3:2], predict the reactants needed to synthesize it. The reactants are: [CH2:1]([O:3][C:4]([C:6]1[C:7](=[O:22])[C:8]2[C:13]([C:14]=1[C:15]1[CH:20]=[CH:19][CH:18]=[CH:17][CH:16]=1)=[CH:12][CH:11]=[C:10]([OH:21])[CH:9]=2)=[O:5])[CH3:2].C(=O)([O-])[O-].[K+].[K+].[I-].[Na+].Br[CH2:32][CH2:33][CH2:34][C:35]1[CH:40]=[CH:39][CH:38]=[CH:37][CH:36]=1. (9) The reactants are: C(Cl)(=O)C(Cl)=O.[C:7]1([C:13]2[CH:14]=[CH:15][C:16]([C:19]([OH:21])=O)=[N:17][CH:18]=2)[CH:12]=[CH:11][CH:10]=[CH:9][CH:8]=1.Cl.[CH2:23]([NH:30][OH:31])[C:24]1[CH:29]=[CH:28][CH:27]=[CH:26][CH:25]=1.C(N(CC)CC)C. Given the product [CH2:23]([N:30]([OH:31])[C:19]([C:16]1[CH:15]=[CH:14][C:13]([C:7]2[CH:8]=[CH:9][CH:10]=[CH:11][CH:12]=2)=[CH:18][N:17]=1)=[O:21])[C:24]1[CH:29]=[CH:28][CH:27]=[CH:26][CH:25]=1, predict the reactants needed to synthesize it.